Dataset: Peptide-MHC class I binding affinity with 185,985 pairs from IEDB/IMGT. Task: Regression. Given a peptide amino acid sequence and an MHC pseudo amino acid sequence, predict their binding affinity value. This is MHC class I binding data. (1) The peptide sequence is FPTQADAIG. The MHC is HLA-A02:11 with pseudo-sequence HLA-A02:11. The binding affinity (normalized) is 0.0847. (2) The peptide sequence is VYINHPFIY. The MHC is HLA-A29:02 with pseudo-sequence HLA-A29:02. The binding affinity (normalized) is 0.827. (3) The peptide sequence is ITYCLVTHM. The MHC is HLA-A30:01 with pseudo-sequence HLA-A30:01. The binding affinity (normalized) is 0. (4) The peptide sequence is AALDGTFQRK. The MHC is HLA-A03:01 with pseudo-sequence HLA-A03:01. The binding affinity (normalized) is 0.640. (5) The peptide sequence is LPYVGDTSM. The MHC is HLA-B51:01 with pseudo-sequence HLA-B51:01. The binding affinity (normalized) is 0.476. (6) The peptide sequence is KLKKKSAFY. The MHC is HLA-B51:01 with pseudo-sequence HLA-B51:01. The binding affinity (normalized) is 0.0847. (7) The peptide sequence is LYRYIQWLR. The MHC is HLA-B08:02 with pseudo-sequence HLA-B08:02. The binding affinity (normalized) is 0.0847.